From a dataset of Catalyst prediction with 721,799 reactions and 888 catalyst types from USPTO. Predict which catalyst facilitates the given reaction. (1) Reactant: [CH2:1]([S:3]([N:6]1[CH2:11][CH2:10][CH:9]([C:12]2[C:20]3[C:15](=[C:16]([C:30]#[N:31])[CH:17]=[C:18]([O:21][C:22]4[CH:27]=[CH:26][C:25]([O:28][CH3:29])=[CH:24][CH:23]=4)[CH:19]=3)[NH:14][CH:13]=2)[CH2:8][CH2:7]1)(=[O:5])=[O:4])[CH3:2].B1([O-])O[O:33]1.O.O.O.O.[Na+]. Product: [CH2:1]([S:3]([N:6]1[CH2:7][CH2:8][CH:9]([C:12]2[C:20]3[C:15](=[C:16]([C:30]([NH2:31])=[O:33])[CH:17]=[C:18]([O:21][C:22]4[CH:23]=[CH:24][C:25]([O:28][CH3:29])=[CH:26][CH:27]=4)[CH:19]=3)[NH:14][CH:13]=2)[CH2:10][CH2:11]1)(=[O:5])=[O:4])[CH3:2]. The catalyst class is: 40. (2) Reactant: [H-].[Na+].Cl[C:4]1[CH:5]=[C:6]2[N:13]([CH3:14])[CH2:12][CH2:11][N:7]2[C:8](=[O:10])[N:9]=1.[OH:15][CH2:16][C:17]1[CH:18]=[CH:19][C:20]([O:25][C:26]2[CH:31]=[CH:30][CH:29]=[C:28]([C:32]([F:35])([F:34])[F:33])[CH:27]=2)=[C:21]([CH:24]=1)[C:22]#[N:23].Cl. Product: [CH3:14][N:13]1[C:6]2[N:7]([C:8](=[O:10])[N:9]=[C:4]([O:15][CH2:16][C:17]3[CH:18]=[CH:19][C:20]([O:25][C:26]4[CH:31]=[CH:30][CH:29]=[C:28]([C:32]([F:33])([F:34])[F:35])[CH:27]=4)=[C:21]([CH:24]=3)[C:22]#[N:23])[CH:5]=2)[CH2:11][CH2:12]1. The catalyst class is: 3. (3) Reactant: [CH3:1][C:2]([CH3:13])([C:10](O)=[O:11])[CH2:3][C:4]([CH3:9])([CH3:8])[C:5](O)=[O:6].[NH2:14]C(N)=O. Product: [CH3:1][C:2]1([CH3:13])[CH2:3][C:4]([CH3:9])([CH3:8])[C:5](=[O:6])[NH:14][C:10]1=[O:11]. The catalyst class is: 6.